This data is from Full USPTO retrosynthesis dataset with 1.9M reactions from patents (1976-2016). The task is: Predict the reactants needed to synthesize the given product. (1) The reactants are: [N+:1]([CH:3]([CH3:11])[C:4]([O:6][CH2:7][CH2:8][CH2:9][CH3:10])=[O:5])#[C-:2].C(C(CCCC)CN(CC(CC)CCCC)CC(CC)CCCC)C. Given the product [CH3:11][C:3]1[N:1]=[CH:2][O:5][C:4]=1[O:6][CH2:7][CH2:8][CH2:9][CH3:10], predict the reactants needed to synthesize it. (2) Given the product [CH3:23][CH:22]([O:11][C:10](=[O:12])[CH:9]([NH:8][C:6]([O:5][C:1]([CH3:4])([CH3:2])[CH3:3])=[O:7])[CH2:13][C:14]1[CH:15]=[CH:16][CH:17]=[CH:18][CH:19]=1)[C:21](=[O:20])[CH3:25], predict the reactants needed to synthesize it. The reactants are: [C:1]([O:5][C:6]([NH:8][C@H:9]([CH2:13][C:14]1[CH:19]=[CH:18][CH:17]=[CH:16][CH:15]=1)[C:10]([OH:12])=[O:11])=[O:7])([CH3:4])([CH3:3])[CH3:2].[OH:20][CH:21]([CH3:25])[C:22](=O)[CH3:23].C(OCC)(=O)C.CCCCCCC.C(OCC)(=O)C. (3) Given the product [C:1]([O:5][C:6](=[O:7])[NH:8][C@@H:9]([C:13]1[CH:18]=[CH:17][C:16]([O:19][CH2:20][CH2:21][O:22][CH:23]2[CH2:28][CH2:27][CH2:26][CH2:25][O:24]2)=[CH:15][CH:14]=1)[C:10]([N:29]1[CH2:33][CH2:32][C@H:31]([OH:34])[CH2:30]1)=[O:11])([CH3:4])([CH3:3])[CH3:2], predict the reactants needed to synthesize it. The reactants are: [C:1]([O:5][C:6]([NH:8][C@@H:9]([C:13]1[CH:18]=[CH:17][C:16]([O:19][CH2:20][CH2:21][O:22][CH:23]2[CH2:28][CH2:27][CH2:26][CH2:25][O:24]2)=[CH:15][CH:14]=1)[C:10](O)=[O:11])=[O:7])([CH3:4])([CH3:3])[CH3:2].[NH:29]1[CH2:33][CH2:32][C@H:31]([OH:34])[CH2:30]1.C(N(CC)C(C)C)(C)C.F[B-](F)(F)F.N1(OC(N(C)C)=[N+](C)C)C2C=CC=CC=2N=N1. (4) Given the product [C:50]([NH:54][C:55]1[N:64]([CH3:65])[C:63](=[O:66])[C:62]2[C:57](=[C:58]([C:38]3[NH:37][C:36]4[C@@H:32]([CH2:30][CH3:31])[NH:33][C:34](=[O:49])[C:35]=4[CH:39]=3)[CH:59]=[CH:60][CH:61]=2)[N:56]=1)([CH3:53])([CH3:52])[CH3:51], predict the reactants needed to synthesize it. The reactants are: C(C1C=CC(C2C=CC=CC=2)=C(C(C)C)C=1C(C)C)(C)C.[O-]P([O-])([O-])=O.[K+].[K+].[K+].[CH2:30]([C@@H:32]1[C:36]2[NH:37][C:38](B3OC(C)(C)C(C)(C)O3)=[CH:39][C:35]=2[C:34](=[O:49])[NH:33]1)[CH3:31].[C:50]([NH:54][C:55]1[N:64]([CH3:65])[C:63](=[O:66])[C:62]2[C:57](=[C:58](I)[CH:59]=[CH:60][CH:61]=2)[N:56]=1)([CH3:53])([CH3:52])[CH3:51].[OH-].[Na+]. (5) The reactants are: [CH3:1][O:2][C:3]1[CH:4]=[C:5]([CH:9]=[C:10]([O:14][CH3:15])[C:11]=1[O:12][CH3:13])[CH2:6][NH:7][OH:8].[CH3:16][C:17]1([CH3:25])[CH2:22][C:21](=[O:23])[CH2:20][C:19](=O)[CH2:18]1. Given the product [OH:8][N:7]([CH2:6][C:5]1[CH:4]=[C:3]([O:2][CH3:1])[C:11]([O:12][CH3:13])=[C:10]([O:14][CH3:15])[CH:9]=1)[C:19]1[CH2:18][C:17]([CH3:25])([CH3:16])[CH2:22][C:21](=[O:23])[CH:20]=1, predict the reactants needed to synthesize it.